This data is from Reaction yield outcomes from USPTO patents with 853,638 reactions. The task is: Predict the reaction yield, written as a fraction of the theoretical maximum amount of product (1.0 means a 100% yield; for example, 0.34 means a 34% yield). (1) The reactants are [O:1]=[C:2]1[N:6]2[CH2:7][CH2:8][N:9](C(OC(C)(C)C)=O)[CH2:10][C:5]2([CH2:18][C:19]2[CH:24]=[CH:23][CH:22]=[CH:21][CH:20]=2)[CH2:4][O:3]1.FC(F)(F)C(O)=O. The catalyst is ClCCl. The product is [C:19]1([CH2:18][C:5]23[CH2:4][O:3][C:2](=[O:1])[N:6]2[CH2:7][CH2:8][NH:9][CH2:10]3)[CH:20]=[CH:21][CH:22]=[CH:23][CH:24]=1. The yield is 0.880. (2) The reactants are [Br:1][C:2]1[CH:10]=[CH:9][C:5]([C:6]([OH:8])=O)=[CH:4][C:3]=1[S:11](Cl)(=[O:13])=[O:12].[NH2:15][C:16]1[CH:17]=[CH:18][C:19]([Cl:22])=[N:20][CH:21]=1.[C:23]([O:32]C)(=[O:31])[C:24]1[C:25](=[CH:27][CH:28]=[CH:29][CH:30]=1)[NH2:26]. No catalyst specified. The product is [Br:1][C:2]1[CH:10]=[CH:9][C:5]([C:6]([NH:26][C:25]2[CH:27]=[CH:28][CH:29]=[CH:30][C:24]=2[C:23]([OH:32])=[O:31])=[O:8])=[CH:4][C:3]=1[S:11](=[O:13])(=[O:12])[NH:15][C:16]1[CH:21]=[N:20][C:19]([Cl:22])=[CH:18][CH:17]=1. The yield is 0.130. (3) The reactants are [C:1]([O:7][C:8]([CH3:11])([CH3:10])[CH3:9])(=[O:6])[CH2:2][C:3]([CH3:5])=O.Br[C:13]1[CH:14]=[C:15]([CH:18]=[CH:19][CH:20]=1)[CH:16]=O.[NH4+:21].[OH-:22]. The catalyst is CCO.C(Cl)Cl. The product is [CH3:5][C:3]1[NH:21][C:3]([CH3:5])=[C:2]([C:1]([O:7][C:8]([CH3:11])([CH3:10])[CH3:9])=[O:22])[CH:16]([C:15]2[CH:18]=[CH:19][CH:20]=[CH:13][CH:14]=2)[C:2]=1[C:1]([O:7][C:8]([CH3:11])([CH3:10])[CH3:9])=[O:6]. The yield is 0.230. (4) The reactants are Br[C:2]1[CH:3]=[CH:4][C:5]([O:23][CH3:24])=[C:6](/[CH:8]=[CH:9]/[C:10]2[NH:11][CH:12]=[C:13]([C:15]3[CH:20]=[CH:19][C:18]([Cl:21])=[CH:17][C:16]=3[Cl:22])[N:14]=2)[CH:7]=1.C[O:26][C:27]([CH2:29][O:30][C:31]1[CH:32]=[C:33]([C:37]#[CH:38])[CH:34]=[CH:35][CH:36]=1)=[O:28]. No catalyst specified. The product is [Cl:22][C:16]1[CH:17]=[C:18]([Cl:21])[CH:19]=[CH:20][C:15]=1[C:13]1[N:14]=[C:10](/[CH:9]=[CH:8]/[C:6]2[CH:7]=[C:2]([C:38]#[C:37][C:33]3[CH:32]=[C:31]([CH:36]=[CH:35][CH:34]=3)[O:30][CH2:29][C:27]([OH:28])=[O:26])[CH:3]=[CH:4][C:5]=2[O:23][CH3:24])[NH:11][CH:12]=1. The yield is 0.290. (5) The reactants are B.O1CCCC1.O1CCCC1.[CH2:12]([N:19]1[C:26](=O)[C:23]2([CH2:25][CH2:24]2)[NH:22][C:21](=O)[CH2:20]1)[C:13]1[CH:18]=[CH:17][CH:16]=[CH:15][CH:14]=1. The catalyst is CO. The product is [CH2:12]([N:19]1[CH2:26][C:23]2([CH2:25][CH2:24]2)[NH:22][CH2:21][CH2:20]1)[C:13]1[CH:18]=[CH:17][CH:16]=[CH:15][CH:14]=1. The yield is 0.590.